Predict the reaction yield, written as a fraction of the theoretical maximum amount of product (1.0 means a 100% yield; for example, 0.34 means a 34% yield). From a dataset of Reaction yield outcomes from USPTO patents with 853,638 reactions. (1) The yield is 0.840. The product is [I:39][CH2:1][CH2:2][CH2:3][CH2:4][CH2:5][CH2:6][CH2:7][CH2:8][CH2:9][CH2:10][CH2:11][CH2:12][CH3:13]. The reactants are [CH2:1](O)[CH2:2][CH2:3][CH2:4][CH2:5][CH2:6][CH2:7][CH2:8][CH2:9][CH2:10][CH2:11][CH2:12][CH3:13].C1(P(C2C=CC=CC=2)C2C=CC=CC=2)C=CC=CC=1.N1C=CN=C1.[I:39]I. The catalyst is ClCCl. (2) The reactants are [CH2:1]([N:3]([CH2:9][CH3:10])[CH:4]1[CH2:8][CH2:7][NH:6][CH2:5]1)[CH3:2].Cl[C:12]1[N:13]=[CH:14][C:15]([C:18]([NH:20][C:21]2[NH:22][N:23]=[C:24]([CH2:26][CH2:27][C:28]3[CH:33]=[C:32]([O:34][CH3:35])[CH:31]=[C:30]([O:36][CH3:37])[CH:29]=3)[CH:25]=2)=[O:19])=[N:16][CH:17]=1. The catalyst is CS(C)=O.CO. The product is [CH2:1]([N:3]([CH2:9][CH3:10])[CH:4]1[CH2:8][CH2:7][N:6]([C:12]2[N:13]=[CH:14][C:15]([C:18]([NH:20][C:21]3[NH:22][N:23]=[C:24]([CH2:26][CH2:27][C:28]4[CH:33]=[C:32]([O:34][CH3:35])[CH:31]=[C:30]([O:36][CH3:37])[CH:29]=4)[CH:25]=3)=[O:19])=[N:16][CH:17]=2)[CH2:5]1)[CH3:2]. The yield is 0.820. (3) The reactants are C[O:2][C:3]([C:5]1[CH:6]=[CH:7][CH:8]=[C:9]2[C:14]=1[N:13]=[CH:12][N:11]=[C:10]2[NH:15][CH2:16][C:17]1[CH:22]=[CH:21][CH:20]=[C:19]([NH:23][C:24]([C:26]2[CH:27]=[N:28][CH:29]=[C:30]([N:32]3[CH2:37][CH2:36][O:35][CH2:34][CH2:33]3)[CH:31]=2)=[O:25])[CH:18]=1)=O.C1COCC1.CC(O)C.[OH-].[NH4+:48]. The catalyst is O. The product is [N:32]1([C:30]2[CH:31]=[C:26]([C:24]([NH:23][C:19]3[CH:18]=[C:17]([CH:22]=[CH:21][CH:20]=3)[CH2:16][NH:15][C:10]3[C:9]4[C:14](=[C:5]([C:3]([NH2:48])=[O:2])[CH:6]=[CH:7][CH:8]=4)[N:13]=[CH:12][N:11]=3)=[O:25])[CH:27]=[N:28][CH:29]=2)[CH2:33][CH2:34][O:35][CH2:36][CH2:37]1. The yield is 0.450. (4) The yield is 0.980. The product is [CH3:1][C:2]1[CH:10]=[CH:9][C:8]([C:11]2[N:12]([C:22]([O:24][C:25]([CH3:28])([CH3:27])[CH3:26])=[O:23])[C:13]3[C:18]([CH:19]=2)=[CH:17][C:16]([CH2:20][N:36]2[CH2:37][CH2:38][N:33]([CH2:32][CH2:31][OH:30])[CH2:34][CH2:35]2)=[CH:15][CH:14]=3)=[C:7]2[C:3]=1[CH2:4][NH:5][C:6]2=[O:29]. The reactants are [CH3:1][C:2]1[CH:10]=[CH:9][C:8]([C:11]2[N:12]([C:22]([O:24][C:25]([CH3:28])([CH3:27])[CH3:26])=[O:23])[C:13]3[C:18]([CH:19]=2)=[CH:17][C:16]([CH:20]=O)=[CH:15][CH:14]=3)=[C:7]2[C:3]=1[CH2:4][NH:5][C:6]2=[O:29].[OH:30][CH2:31][CH2:32][N:33]1[CH2:38][CH2:37][NH:36][CH2:35][CH2:34]1.C(O)(=O)C.C(O[BH-](OC(=O)C)OC(=O)C)(=O)C.[Na+].Cl. The catalyst is C(#N)C. (5) The reactants are [NH2:1][C:2]1[CH:7]=[C:6]([C:8](=[O:15])[C:9]2[CH:14]=[CH:13][CH:12]=[CH:11][CH:10]=2)[CH:5]=[CH:4][C:3]=1[N:16]1[CH2:21][CH2:20][N:19]([C:22]([O:24][C:25]([CH3:28])([CH3:27])[CH3:26])=[O:23])[CH2:18][CH2:17]1.[NH2:29][C:30]1[C:31]([C:37](O)=[O:38])=[N:32][C:33]([Br:36])=[CH:34][N:35]=1. The catalyst is C(#N)C. The product is [NH2:29][C:30]1[C:31]([C:37]([NH:1][C:2]2[CH:7]=[C:6]([C:8](=[O:15])[C:9]3[CH:10]=[CH:11][CH:12]=[CH:13][CH:14]=3)[CH:5]=[CH:4][C:3]=2[N:16]2[CH2:21][CH2:20][N:19]([C:22]([O:24][C:25]([CH3:28])([CH3:27])[CH3:26])=[O:23])[CH2:18][CH2:17]2)=[O:38])=[N:32][C:33]([Br:36])=[CH:34][N:35]=1. The yield is 0.500.